This data is from Full USPTO retrosynthesis dataset with 1.9M reactions from patents (1976-2016). The task is: Predict the reactants needed to synthesize the given product. (1) Given the product [OH:8][CH2:9][CH2:10][N:11]([CH:45]1[CH2:46][O:47][CH2:48]1)[C:12]([C:14]1[C:19]([O:20][CH2:21][C:22]2[CH:27]=[CH:26][CH:25]=[CH:24][CH:23]=2)=[C:18]([OH:28])[N:17]=[C:16]([CH2:29][C:30]2([C:35]3[C:44]4[C:39](=[CH:40][CH:41]=[CH:42][CH:43]=4)[CH:38]=[CH:37][CH:36]=3)[CH2:31][CH2:32][CH2:33][CH2:34]2)[N:15]=1)=[O:13], predict the reactants needed to synthesize it. The reactants are: [Si]([O:8][CH2:9][CH2:10][N:11]([CH:45]1[CH2:48][O:47][CH2:46]1)[C:12]([C:14]1[C:19]([O:20][CH2:21][C:22]2[CH:27]=[CH:26][CH:25]=[CH:24][CH:23]=2)=[C:18]([OH:28])[N:17]=[C:16]([CH2:29][C:30]2([C:35]3[C:44]4[C:39](=[CH:40][CH:41]=[CH:42][CH:43]=4)[CH:38]=[CH:37][CH:36]=3)[CH2:34][CH2:33][CH2:32][CH2:31]2)[N:15]=1)=[O:13])(C(C)(C)C)(C)C.[F-].C([N+](CCCC)(CCCC)CCCC)CCC.C(OCC)(=O)C.CCCCCC. (2) The reactants are: [Cl:1][CH2:2][C:3](=O)[CH2:4][C:5]([O:7][CH2:8][CH3:9])=[O:6].S(=O)(=O)(O)O.[CH3:16][C:17]1[CH:23]=CC(O)=[CH:19][C:18]=1[OH:24]. Given the product [Cl:1][CH2:2][C:3]1[C:9]2[C:8](=[CH:19][C:18]([OH:24])=[C:17]([CH3:23])[CH:16]=2)[O:7][C:5](=[O:6])[CH:4]=1, predict the reactants needed to synthesize it. (3) Given the product [CH2:13]([O:20][C:21]1[CH:22]=[CH:23][C:24]([C:27]2[N:31]([CH:32]3[CH2:33][CH2:34][CH2:35][CH2:36][CH2:37]3)[C:30]3[CH:38]=[CH:39][C:40]([C:42]([C:4]4[CH:5]=[CH:6][CH:7]=[CH:8][C:3]=4[S:9]([NH2:12])(=[O:11])=[O:10])=[O:43])=[CH:41][C:29]=3[N:28]=2)=[CH:25][CH:26]=1)[C:14]1[CH:19]=[CH:18][CH:17]=[CH:16][CH:15]=1, predict the reactants needed to synthesize it. The reactants are: [H-].[Na+].[C:3]1([S:9]([NH2:12])(=[O:11])=[O:10])[CH:8]=[CH:7][CH:6]=[CH:5][CH:4]=1.[CH2:13]([O:20][C:21]1[CH:26]=[CH:25][C:24]([C:27]2[N:31]([CH:32]3[CH2:37][CH2:36][CH2:35][CH2:34][CH2:33]3)[C:30]3[CH:38]=[CH:39][C:40]([C:42](O)=[O:43])=[CH:41][C:29]=3[N:28]=2)=[CH:23][CH:22]=1)[C:14]1[CH:19]=[CH:18][CH:17]=[CH:16][CH:15]=1. (4) Given the product [C:1]([O:5][C:6](=[O:36])[NH:7][C:8]1([C:12]2[CH:13]=[CH:14][C:15]([C:38]3[C:47](=[O:48])[C:46]4[C:41](=[CH:42][C:43]([O:50][CH3:51])=[C:44]([CH3:49])[CH:45]=4)[O:40][C:39]=3[C:52]3[CH:57]=[CH:56][CH:55]=[CH:54][CH:53]=3)=[CH:16][CH:17]=2)[CH2:9][CH2:10][CH2:11]1)([CH3:4])([CH3:2])[CH3:3], predict the reactants needed to synthesize it. The reactants are: [C:1]([O:5][C:6](=[O:36])[NH:7][C:8]1([C:12]2[CH:17]=[CH:16][C:15](C3C(=O)C4C(=CC=C(F)C=4)OC=3C3C=CC=CC=3)=[CH:14][CH:13]=2)[CH2:11][CH2:10][CH2:9]1)([CH3:4])([CH3:3])[CH3:2].I[C:38]1[C:47](=[O:48])[C:46]2[C:41](=[CH:42][C:43]([O:50][CH3:51])=[C:44]([CH3:49])[CH:45]=2)[O:40][C:39]=1[C:52]1[CH:57]=[CH:56][CH:55]=[CH:54][CH:53]=1. (5) Given the product [CH2:10]([O:1][CH2:6][CH2:5][CH2:4][CH2:3][C:2]([OH:7])=[O:8])[C:11]1[CH:16]=[CH:15][CH:14]=[CH:13][CH:12]=1, predict the reactants needed to synthesize it. The reactants are: [O:1]1[CH2:6][CH2:5][CH2:4][CH2:3][C:2]1=[O:7].[OH-:8].[K+].[CH2:10](Br)[C:11]1[CH:16]=[CH:15][CH:14]=[CH:13][CH:12]=1. (6) Given the product [CH2:13]([C:15]1[N:20]=[CH:19][C:18]([CH2:21][N:22]2[C:27](=[O:28])[C:26]([CH2:29][C:30]3[CH:35]=[CH:34][C:33]([C:36]4[CH:41]=[CH:40][CH:39]=[CH:38][C:37]=4[C:42]4[NH:3][C:4](=[O:7])[O:5][N:43]=4)=[CH:32][CH:31]=3)=[C:25]([CH2:44][CH2:45][CH3:46])[N:24]3[N:47]=[C:48]([CH3:50])[N:49]=[C:23]23)=[CH:17][CH:16]=1)[CH3:14], predict the reactants needed to synthesize it. The reactants are: [Cl-].O[NH3+:3].[C:4](=[O:7])([O-])[OH:5].[Na+].CS(C)=O.[CH2:13]([C:15]1[N:20]=[CH:19][C:18]([CH2:21][N:22]2[C:27](=[O:28])[C:26]([CH2:29][C:30]3[CH:35]=[CH:34][C:33]([C:36]4[C:37]([C:42]#[N:43])=[CH:38][CH:39]=[CH:40][CH:41]=4)=[CH:32][CH:31]=3)=[C:25]([CH2:44][CH2:45][CH3:46])[N:24]3[N:47]=[C:48]([CH3:50])[N:49]=[C:23]23)=[CH:17][CH:16]=1)[CH3:14]. (7) Given the product [CH2:3]1[C:4]2([CH2:8][CH2:7][CH2:6][N:5]2[CH2:10][C:11]2[N:16]=[CH:15][C:14]([C:17]3[CH:22]=[CH:21][C:20]([C@H:23]4[O:27][C:26]([CH3:29])([CH3:28])[N:25]([C:30](=[O:34])[CH:31]([F:33])[F:32])[C@@H:24]4[CH2:35][F:36])=[CH:19][CH:18]=3)=[CH:13][CH:12]=2)[CH2:1][O:2]1, predict the reactants needed to synthesize it. The reactants are: [CH2:1]1[C:4]2([CH2:8][CH2:7][CH2:6][NH:5]2)[CH2:3][O:2]1.Cl[CH2:10][C:11]1[N:16]=[CH:15][C:14]([C:17]2[CH:22]=[CH:21][C:20]([C@H:23]3[O:27][C:26]([CH3:29])([CH3:28])[N:25]([C:30](=[O:34])[CH:31]([F:33])[F:32])[C@@H:24]3[CH2:35][F:36])=[CH:19][CH:18]=2)=[CH:13][CH:12]=1.C(=O)([O-])[O-].[Cs+].[Cs+]. (8) Given the product [CH3:1][O:2][C:3](=[O:12])[CH2:4][C:5]1[CH:10]=[CH:9][CH:8]=[C:7]([O:11][CH2:16][CH2:15][CH2:14][Br:13])[CH:6]=1, predict the reactants needed to synthesize it. The reactants are: [CH3:1][O:2][C:3](=[O:12])[CH2:4][C:5]1[CH:10]=[CH:9][CH:8]=[C:7]([OH:11])[CH:6]=1.[Br:13][CH2:14][CH2:15][CH2:16]O.C1C=CC(P(C2C=CC=CC=2)C2C=CC=CC=2)=CC=1.N(C(OC(C)C)=O)=NC(OC(C)C)=O. (9) Given the product [CH3:1][O:2][C:3]1[CH:10]=[CH:9][C:6]([CH:7]=[N:20][S:17]([C:11]2[CH:16]=[CH:15][CH:14]=[CH:13][CH:12]=2)(=[O:19])=[O:18])=[CH:5][CH:4]=1, predict the reactants needed to synthesize it. The reactants are: [CH3:1][O:2][C:3]1[CH:10]=[CH:9][C:6]([CH:7]=O)=[CH:5][CH:4]=1.[C:11]1([S:17]([NH2:20])(=[O:19])=[O:18])[CH:16]=[CH:15][CH:14]=[CH:13][CH:12]=1.C1(C)C=CC=CC=1.C1(C)C=CC(S(O)(=O)=O)=CC=1.